This data is from Catalyst prediction with 721,799 reactions and 888 catalyst types from USPTO. The task is: Predict which catalyst facilitates the given reaction. Reactant: [Cl:1][C:2]1[CH:3]=[C:4]([C:9]2[CH:14]=[CH:13][CH:12]=[C:11]([CH2:15][NH:16][C:17](=[O:23])[O:18][C:19]([CH3:22])([CH3:21])[CH3:20])[CH:10]=2)[CH:5]=[C:6]([OH:8])[CH:7]=1.N1C=CC=CC=1.[S:30](O[S:30]([C:33]([F:36])([F:35])[F:34])(=[O:32])=[O:31])([C:33]([F:36])([F:35])[F:34])(=[O:32])=[O:31].C([O-])(O)=O.[Na+]. Product: [F:34][C:33]([F:36])([F:35])[S:30]([O:8][C:6]1[CH:5]=[C:4]([C:9]2[CH:14]=[CH:13][CH:12]=[C:11]([CH2:15][NH:16][C:17]([O:18][C:19]([CH3:20])([CH3:22])[CH3:21])=[O:23])[CH:10]=2)[CH:3]=[C:2]([Cl:1])[CH:7]=1)(=[O:32])=[O:31]. The catalyst class is: 2.